Predict the reaction yield, written as a fraction of the theoretical maximum amount of product (1.0 means a 100% yield; for example, 0.34 means a 34% yield). From a dataset of Reaction yield outcomes from USPTO patents with 853,638 reactions. (1) The reactants are [CH:1]1([C:5](Cl)=[O:6])[CH2:4][CH2:3][CH2:2]1.[NH2:8][CH2:9][C:10]([O:12][CH2:13][CH3:14])=[O:11].C(N(CC)CC)C. The catalyst is ClCCl. The product is [CH:1]1([C:5]([NH:8][CH2:9][C:10]([O:12][CH2:13][CH3:14])=[O:11])=[O:6])[CH2:4][CH2:3][CH2:2]1. The yield is 1.00. (2) The reactants are [C:1]([OH:7])(=[O:6])[CH2:2][C:3]([OH:5])=[O:4].[CH2:8](O)[C:9]([CH3:12])([CH3:11])[CH3:10].S(=O)(=O)(O)O.O. The catalyst is C1(C)C=CC=CC=1. The product is [C:1]([O:7][CH2:8][C:9]([CH3:12])([CH3:11])[CH3:10])(=[O:6])[CH2:2][C:3]([O:5][CH2:8][C:9]([CH3:12])([CH3:11])[CH3:10])=[O:4]. The yield is 0.940. (3) The reactants are [Cl:1][C:2]1[N:3]=[C:4]2[C:9](=[CH:10][CH:11]=1)[N:8]=[CH:7][C:6]([C:12](=[O:14])[CH3:13])=[C:5]2[NH:15][CH:16]1[CH2:21][CH2:20][CH:19]([CH2:22][N:23]2[CH2:28][CH2:27][N:26]([CH3:29])[CH2:25][CH2:24]2)[CH2:18][CH2:17]1.[Cl:30][C:31]1[CH:36]=[C:35](B2OC(C)(C)C(C)(C)O2)[CH:34]=[C:33]([Cl:46])[C:32]=1[OH:47]. No catalyst specified. The product is [ClH:1].[ClH:30].[ClH:1].[Cl:46][C:33]1[CH:34]=[C:35]([C:2]2[N:3]=[C:4]3[C:9](=[CH:10][CH:11]=2)[N:8]=[CH:7][C:6]([C:12](=[O:14])[CH3:13])=[C:5]3[NH:15][C@H:16]2[CH2:17][CH2:18][C@H:19]([CH2:22][N:23]3[CH2:24][CH2:25][N:26]([CH3:29])[CH2:27][CH2:28]3)[CH2:20][CH2:21]2)[CH:36]=[C:31]([Cl:30])[C:32]=1[OH:47]. The yield is 0.670. (4) The reactants are [NH:1]1[C:9]2[C:4](=[CH:5][C:6]([O:10][C:11]3[C:20]4[C:15](=[CH:16][C:17]([O:23][CH2:24][CH2:25][CH2:26][N:27]5[CH2:32][CH2:31][N:30](C(OC(C)(C)C)=O)[CH2:29][CH2:28]5)=[C:18]([O:21][CH3:22])[CH:19]=4)[N:14]=[CH:13][N:12]=3)=[CH:7][N:8]=2)[CH:3]=[CH:2]1.FC(F)(F)C(O)=O. The catalyst is ClCCl. The product is [NH:1]1[C:9]2[C:4](=[CH:5][C:6]([O:10][C:11]3[C:20]4[C:15](=[CH:16][C:17]([O:23][CH2:24][CH2:25][CH2:26][N:27]5[CH2:32][CH2:31][NH:30][CH2:29][CH2:28]5)=[C:18]([O:21][CH3:22])[CH:19]=4)[N:14]=[CH:13][N:12]=3)=[CH:7][N:8]=2)[CH:3]=[CH:2]1. The yield is 0.430. (5) The reactants are Cl.[CH2:2]([O:4][C:5](=[O:8])[CH2:6][NH2:7])[CH3:3].[F:9][C:10]1[CH:15]=[CH:14][C:13]([S:16](Cl)(=[O:18])=[O:17])=[CH:12][CH:11]=1. The catalyst is C(Cl)(Cl)Cl.N1C=CC=CC=1. The product is [CH2:2]([O:4][C:5](=[O:8])[CH2:6][NH:7][S:16]([C:13]1[CH:14]=[CH:15][C:10]([F:9])=[CH:11][CH:12]=1)(=[O:18])=[O:17])[CH3:3]. The yield is 0.630. (6) The reactants are [Br:1][C:2]1[CH:15]=[CH:14][C:13]2[N:12]([S:16]([C:19]3[CH:24]=[CH:23][C:22]([O:25]C)=[CH:21][CH:20]=3)(=[O:18])=[O:17])[CH:11]([CH2:27][CH3:28])[C:10]3[C:5](=[CH:6][CH:7]=[C:8]([F:29])[CH:9]=3)[C:4]=2[CH:3]=1.B(Cl)(Cl)Cl.ClCCl. The catalyst is [I-].C([N+](CCCC)(CCCC)CCCC)CCC. The product is [Br:1][C:2]1[CH:15]=[CH:14][C:13]2[N:12]([S:16]([C:19]3[CH:24]=[CH:23][C:22]([OH:25])=[CH:21][CH:20]=3)(=[O:18])=[O:17])[CH:11]([CH2:27][CH3:28])[C:10]3[C:5](=[CH:6][CH:7]=[C:8]([F:29])[CH:9]=3)[C:4]=2[CH:3]=1. The yield is 0.380. (7) The yield is 0.990. The reactants are [Cl:1][C:2]1[NH:3][N:4]=[C:5]2[C:10]=1[CH:9]=[CH:8][CH:7]=[CH:6]2.[CH2:11]=[O:12]. The catalyst is O. The product is [Cl:1][C:2]1[N:3]([CH2:11][OH:12])[N:4]=[C:5]2[C:10]=1[CH:9]=[CH:8][CH:7]=[CH:6]2. (8) The reactants are [C:1]([NH:4][C:5]1[CH:10]=[CH:9][C:8]([NH2:11])=[CH:7][N:6]=1)(=[O:3])[CH3:2].[N+:12]([C:15]1[CH:16]=[C:17]([CH:21]=[CH:22][CH:23]=1)[C:18](O)=[O:19])([O-:14])=[O:13].CCN(C(C)C)C(C)C.CN(C(ON1N=NC2C=CC=NC1=2)=[N+](C)C)C.F[P-](F)(F)(F)(F)F. The catalyst is CN(C=O)C.C(OCC)(=O)C.C(OCC)(=O)C.CCCCCC. The product is [C:1]([NH:4][C:5]1[N:6]=[CH:7][C:8]([NH:11][C:18](=[O:19])[C:17]2[CH:21]=[CH:22][CH:23]=[C:15]([N+:12]([O-:14])=[O:13])[CH:16]=2)=[CH:9][CH:10]=1)(=[O:3])[CH3:2]. The yield is 0.600.